From a dataset of Full USPTO retrosynthesis dataset with 1.9M reactions from patents (1976-2016). Predict the reactants needed to synthesize the given product. The reactants are: Cl[C:2]1[C:7]([N+:8]([O-:10])=[O:9])=[CH:6][CH:5]=[C:4]([Cl:11])[N:3]=1.Cl.[CH3:13][O:14][C:15](=[O:24])[C@H:16]([CH2:18][CH2:19][C:20]([O:22][CH3:23])=[O:21])[NH2:17].C([O-])(O)=O.[Na+]. Given the product [Cl:11][C:4]1[N:3]=[C:2]([NH:17][C@@H:16]([CH2:18][CH2:19][C:20]([O:22][CH3:23])=[O:21])[C:15]([O:14][CH3:13])=[O:24])[C:7]([N+:8]([O-:10])=[O:9])=[CH:6][CH:5]=1, predict the reactants needed to synthesize it.